From a dataset of Reaction yield outcomes from USPTO patents with 853,638 reactions. Predict the reaction yield, written as a fraction of the theoretical maximum amount of product (1.0 means a 100% yield; for example, 0.34 means a 34% yield). (1) The reactants are Cl.[OH2:2].[NH:3]1[CH2:8][CH2:7][C:6](=O)[CH2:5][CH2:4]1.[F:10][C:11]1[CH:19]=[C:18]([F:20])[CH:17]=[CH:16][C:12]=1[C:13](Cl)=[O:14]. The catalyst is C(Cl)Cl.C(N(CC)CC)C. The product is [F:10][C:11]1[CH:19]=[C:18]([F:20])[CH:17]=[CH:16][C:12]=1[C:13]([CH:6]1[CH2:7][CH2:8][NH:3][C:4](=[O:2])[CH2:5]1)=[O:14]. The yield is 0.710. (2) The reactants are I[C:2]1[CH:3]=[CH:4][C:5]2[N:6]([CH:8]=[C:9]([NH:11][C:12]([CH:14]3[CH2:16][CH2:15]3)=[O:13])[N:10]=2)[N:7]=1.[NH2:17][C:18]1[CH:19]=[C:20]([OH:25])[CH:21]=[CH:22][C:23]=1[Br:24].C(=O)([O-])[O-].[K+].[K+].CN(C)C=O. The catalyst is O. The product is [NH2:17][C:18]1[CH:19]=[C:20]([CH:21]=[CH:22][C:23]=1[Br:24])[O:25][C:2]1[CH:3]=[CH:4][C:5]2[N:6]([CH:8]=[C:9]([NH:11][C:12]([CH:14]3[CH2:16][CH2:15]3)=[O:13])[N:10]=2)[N:7]=1. The yield is 0.480. (3) The product is [C:9]([N:1]1[CH2:8][CH2:7][CH2:6][C@@H:2]1[C:3]([OH:5])=[O:4])(=[O:13])[C:10]([CH3:12])=[CH2:11]. The yield is 0.680. The reactants are [NH:1]1[CH2:8][CH2:7][CH2:6][C@@H:2]1[C:3]([OH:5])=[O:4].[C:9](Cl)(=[O:13])[C:10]([CH3:12])=[CH2:11]. The catalyst is [OH-].[Na+].CC(C)=O.